Task: Regression. Given a peptide amino acid sequence and an MHC pseudo amino acid sequence, predict their binding affinity value. This is MHC class I binding data.. Dataset: Peptide-MHC class I binding affinity with 185,985 pairs from IEDB/IMGT (1) The binding affinity (normalized) is 0.453. The MHC is H-2-Kd with pseudo-sequence H-2-Kd. The peptide sequence is VFCAAVGRL. (2) The peptide sequence is TYPVLEEMF. The MHC is HLA-B44:03 with pseudo-sequence HLA-B44:03. The binding affinity (normalized) is 0. (3) The peptide sequence is IYVLVMLVL. The MHC is HLA-B44:03 with pseudo-sequence HLA-B44:03. The binding affinity (normalized) is 0.166. (4) The peptide sequence is MAAAKTPVI. The MHC is HLA-A02:01 with pseudo-sequence HLA-A02:01. The binding affinity (normalized) is 0.332. (5) The peptide sequence is HKFSNSNIYK. The MHC is HLA-A03:01 with pseudo-sequence HLA-A03:01. The binding affinity (normalized) is 0. (6) The peptide sequence is RGYVYQGL. The MHC is H-2-Dd with pseudo-sequence H-2-Dd. The binding affinity (normalized) is 0.0278.